From a dataset of Catalyst prediction with 721,799 reactions and 888 catalyst types from USPTO. Predict which catalyst facilitates the given reaction. Reactant: [Cl:1][C:2]1[CH:7]=[CH:6][C:5]([N+:8]([O-])=O)=[CH:4][C:3]=1[O:11][CH2:12][CH:13]1[CH2:15][CH2:14]1.S(S([O-])=O)([O-])=O.[Na+].[Na+].Cl.[OH-].[Na+]. Product: [Cl:1][C:2]1[CH:7]=[CH:6][C:5]([NH2:8])=[CH:4][C:3]=1[O:11][CH2:12][CH:13]1[CH2:14][CH2:15]1. The catalyst class is: 40.